From a dataset of Reaction yield outcomes from USPTO patents with 853,638 reactions. Predict the reaction yield, written as a fraction of the theoretical maximum amount of product (1.0 means a 100% yield; for example, 0.34 means a 34% yield). (1) The reactants are [CH:1]1[C:13]2[C:12]3[CH:11]=[CH:10][CH:9]=[CH:8][C:7]=3[C:6](=[O:14])[NH:5][C:4]=2[O:3][CH:2]=1.[Cl-:15].[CH3:16][N+:17](=[CH2:19])[CH3:18]. The catalyst is CN(C)C=O.C(#N)C. The product is [ClH:15].[CH3:16][N:17]([CH2:19][C:2]1[O:3][C:4]2[NH:5][C:6](=[O:14])[C:7]3[CH:8]=[CH:9][CH:10]=[CH:11][C:12]=3[C:13]=2[CH:1]=1)[CH3:18]. The yield is 0.650. (2) The catalyst is CC(N(C)C)=O. The product is [Cl:22][C:23]1[CH:24]=[C:25]([CH:26]=[CH:27][C:28]=1[Cl:29])[O:30][C:2]1[C:3]([C:12]([F:15])([F:14])[F:13])=[CH:4][C:5]([N+:9]([O-:11])=[O:10])=[C:6]([NH2:8])[CH:7]=1. The yield is 0.990. The reactants are Cl[C:2]1[C:3]([C:12]([F:15])([F:14])[F:13])=[CH:4][C:5]([N+:9]([O-:11])=[O:10])=[C:6]([NH2:8])[CH:7]=1.C([O-])([O-])=O.[K+].[K+].[Cl:22][C:23]1[CH:24]=[C:25]([OH:30])[CH:26]=[CH:27][C:28]=1[Cl:29]. (3) The reactants are [Cl:1][C:2]1[CH:19]=[C:18]([CH:20]=[CH2:21])[CH:17]=[CH:16][C:3]=1[CH2:4][N:5]1[C:13](=[O:14])[C:12]2[C:7](=[CH:8][CH:9]=[CH:10][CH:11]=2)[C:6]1=[O:15].Br[CH:23]([C:28]1[CH:33]=[C:32]([Cl:34])[CH:31]=[C:30]([Cl:35])[CH:29]=1)[C:24]([F:27])([F:26])[F:25].N1C=CC=CC=1C1C=CC=CN=1. The catalyst is ClC1C=CC=CC=1Cl.Cl[Cu]. The product is [Cl:1][C:2]1[CH:19]=[C:18](/[CH:20]=[CH:21]/[CH:23]([C:28]2[CH:29]=[C:30]([Cl:35])[CH:31]=[C:32]([Cl:34])[CH:33]=2)[C:24]([F:27])([F:26])[F:25])[CH:17]=[CH:16][C:3]=1[CH2:4][N:5]1[C:13](=[O:14])[C:12]2[C:7](=[CH:8][CH:9]=[CH:10][CH:11]=2)[C:6]1=[O:15]. The yield is 0.500. (4) The reactants are [CH2:1]([O:3][C:4]1[CH:5]=[C:6]([CH:12]([NH2:18])[CH2:13][S:14]([CH3:17])(=[O:16])=[O:15])[CH:7]=[CH:8][C:9]=1[O:10][CH3:11])[CH3:2].[C:19]([NH:22][C@H:23]([C:28]([OH:30])=[O:29])[CH2:24][CH:25]([CH3:27])[CH3:26])(=[O:21])[CH3:20]. The catalyst is CO. The product is [C:19]([NH:22][C@H:23]([C:28]([OH:30])=[O:29])[CH2:24][CH:25]([CH3:26])[CH3:27])(=[O:21])[CH3:20].[CH2:1]([O:3][C:4]1[CH:5]=[C:6]([C@H:12]([NH2:18])[CH2:13][S:14]([CH3:17])(=[O:16])=[O:15])[CH:7]=[CH:8][C:9]=1[O:10][CH3:11])[CH3:2]. The yield is 0.900.